From a dataset of Forward reaction prediction with 1.9M reactions from USPTO patents (1976-2016). Predict the product of the given reaction. (1) Given the reactants [F:1][C:2]1[CH:7]=[CH:6][CH:5]=[CH:4][C:3]=1[N:8]1[CH2:13][CH2:12][N:11]([C:14]([C:16]2[S:25][C:19]3[N:20]=[CH:21][NH:22][C:23](=[O:24])[C:18]=3[C:17]=2[CH3:26])=[O:15])[CH2:10][CH2:9]1.C([O-])([O-])=O.[K+].[K+].Cl[CH2:34][C:35]([NH:37][C:38]1[CH:43]=[CH:42][C:41]([F:44])=[CH:40][C:39]=1[F:45])=[O:36], predict the reaction product. The product is: [F:45][C:39]1[CH:40]=[C:41]([F:44])[CH:42]=[CH:43][C:38]=1[NH:37][C:35](=[O:36])[CH2:34][N:22]1[C:23](=[O:24])[C:18]2[C:17]([CH3:26])=[C:16]([C:14]([N:11]3[CH2:10][CH2:9][N:8]([C:3]4[CH:4]=[CH:5][CH:6]=[CH:7][C:2]=4[F:1])[CH2:13][CH2:12]3)=[O:15])[S:25][C:19]=2[N:20]=[CH:21]1. (2) Given the reactants [Cl:1][C:2]1[N:7]=[CH:6][C:5]([C:8]2[CH:9]=[CH:10][C:11]3[N:12]=[CH:13][N:14]=[C:15]([NH:18][CH:19]4[CH2:24][CH2:23][N:22](C(OC(C)(C)C)=O)[CH2:21][CH2:20]4)[C:16]=3[N:17]=2)=[CH:4][C:3]=1[NH:32][S:33]([C:36]1[CH:41]=[CH:40][C:39]([F:42])=[CH:38][C:37]=1[F:43])(=[O:35])=[O:34].C(O)(C(F)(F)F)=O, predict the reaction product. The product is: [Cl:1][C:2]1[C:3]([NH:32][S:33]([C:36]2[CH:41]=[CH:40][C:39]([F:42])=[CH:38][C:37]=2[F:43])(=[O:34])=[O:35])=[CH:4][C:5]([C:8]2[CH:9]=[CH:10][C:11]3[N:12]=[CH:13][N:14]=[C:15]([NH:18][CH:19]4[CH2:24][CH2:23][NH:22][CH2:21][CH2:20]4)[C:16]=3[N:17]=2)=[CH:6][N:7]=1. (3) Given the reactants [OH-].[Li+].C[O:4][C:5](=[O:39])[CH:6]([C:15]1[CH:20]=[CH:19][C:18]([O:21][CH2:22][C:23]2[CH:24]=[C:25]([C:29]3[CH:34]=[CH:33][C:32]([C:35]([F:38])([F:37])[F:36])=[CH:31][CH:30]=3)[CH:26]=[CH:27][CH:28]=2)=[CH:17][CH:16]=1)[CH2:7][C:8]([O:10][C:11]([CH3:14])([CH3:13])[CH3:12])=[O:9], predict the reaction product. The product is: [C:11]([O:10][C:8](=[O:9])[CH2:7][CH:6]([C:15]1[CH:16]=[CH:17][C:18]([O:21][CH2:22][C:23]2[CH:24]=[C:25]([C:29]3[CH:34]=[CH:33][C:32]([C:35]([F:37])([F:38])[F:36])=[CH:31][CH:30]=3)[CH:26]=[CH:27][CH:28]=2)=[CH:19][CH:20]=1)[C:5]([OH:39])=[O:4])([CH3:14])([CH3:12])[CH3:13]. (4) Given the reactants [NH2:1][C:2]1([C:15]([OH:17])=[O:16])[CH2:7][CH2:6][N:5]([C:8]([O:10][C:11]([CH3:14])([CH3:13])[CH3:12])=[O:9])[CH2:4][CH2:3]1.[OH-].[Na+].[CH3:20][C:21]([O:24][C:25](O[C:25]([O:24][C:21]([CH3:23])([CH3:22])[CH3:20])=[O:26])=[O:26])([CH3:23])[CH3:22], predict the reaction product. The product is: [C:11]([O:10][C:8]([N:5]1[CH2:6][CH2:7][C:2]([NH:1][C:25]([O:24][C:21]([CH3:23])([CH3:22])[CH3:20])=[O:26])([C:15]([OH:17])=[O:16])[CH2:3][CH2:4]1)=[O:9])([CH3:12])([CH3:13])[CH3:14]. (5) Given the reactants Br[CH2:2][C:3]([C:5]1[CH:14]=[CH:13][C:12]2[CH:11]([CH3:15])[CH2:10][CH2:9][CH:8]([CH3:16])[C:7]=2[CH:6]=1)=O.C(OC([N:24]1[CH2:29][CH2:28][CH:27]([C:30](=[S:32])[NH2:31])[CH2:26][CH2:25]1)=O)(C)(C)C.Br, predict the reaction product. The product is: [CH3:15][CH:11]1[CH2:10][CH2:9][CH:8]([CH3:16])[C:7]2[CH:6]=[C:5]([C:3]3[N:31]=[C:30]([CH:27]4[CH2:28][CH2:29][NH:24][CH2:25][CH2:26]4)[S:32][CH:2]=3)[CH:14]=[CH:13][C:12]1=2. (6) Given the reactants [CH3:1][O:2][C:3](=[O:12])[CH2:4][C:5]1[CH:10]=[CH:9][C:8]([OH:11])=[CH:7][CH:6]=1.O[CH2:14][CH2:15][CH2:16][CH:17]1[CH2:22][CH2:21][N:20]([C:23]([O:25][C:26]([CH3:29])([CH3:28])[CH3:27])=[O:24])[CH2:19][CH2:18]1, predict the reaction product. The product is: [C:26]([O:25][C:23]([N:20]1[CH2:21][CH2:22][CH:17]([CH2:16][CH2:15][CH2:14][O:11][C:8]2[CH:9]=[CH:10][C:5]([CH2:4][C:3]([O:2][CH3:1])=[O:12])=[CH:6][CH:7]=2)[CH2:18][CH2:19]1)=[O:24])([CH3:29])([CH3:28])[CH3:27]. (7) Given the reactants [C:1]([O:5][C:6](=[O:21])[NH:7][C@@H:8]1[C:14](=[O:15])[NH:13][C:12]2[CH:16]=[C:17](Br)[CH:18]=[CH:19][C:11]=2[CH2:10][CH2:9]1)([CH3:4])([CH3:3])[CH3:2].C([O-])(=O)C.[K+].[B:27]1([B:27]2[O:31][C:30]([CH3:33])([CH3:32])[C:29]([CH3:35])([CH3:34])[O:28]2)[O:31][C:30]([CH3:33])([CH3:32])[C:29]([CH3:35])([CH3:34])[O:28]1, predict the reaction product. The product is: [C:1]([O:5][C:6](=[O:21])[NH:7][C@@H:8]1[C:14](=[O:15])[NH:13][C:12]2[CH:16]=[C:17]([B:27]3[O:31][C:30]([CH3:33])([CH3:32])[C:29]([CH3:35])([CH3:34])[O:28]3)[CH:18]=[CH:19][C:11]=2[CH2:10][CH2:9]1)([CH3:4])([CH3:3])[CH3:2].